Dataset: Peptide-MHC class II binding affinity with 134,281 pairs from IEDB. Task: Regression. Given a peptide amino acid sequence and an MHC pseudo amino acid sequence, predict their binding affinity value. This is MHC class II binding data. (1) The peptide sequence is AFKVAATAANAAPAG. The MHC is DRB1_0901 with pseudo-sequence DRB1_0901. The binding affinity (normalized) is 0.711. (2) The peptide sequence is KKGAGGITIKKTGQA. The MHC is DRB1_1602 with pseudo-sequence DRB1_1602. The binding affinity (normalized) is 0.0289. (3) The peptide sequence is PRSPTVFYNIPPMPLPPSQL. The MHC is DRB3_0202 with pseudo-sequence DRB3_0202. The binding affinity (normalized) is 0.929.